From a dataset of Full USPTO retrosynthesis dataset with 1.9M reactions from patents (1976-2016). Predict the reactants needed to synthesize the given product. (1) Given the product [CH2:1]([O:3][C:4](=[O:21])[CH2:5][O:6][C:7]1[CH:12]=[CH:11][C:10]([S:13][CH:14]([CH2:18][CH2:19][O:20][S:23]([CH3:22])(=[O:25])=[O:24])[CH2:15][CH2:16][CH3:17])=[CH:9][CH:8]=1)[CH3:2], predict the reactants needed to synthesize it. The reactants are: [CH2:1]([O:3][C:4](=[O:21])[CH2:5][O:6][C:7]1[CH:12]=[CH:11][C:10]([S:13][CH:14]([CH2:18][CH2:19][OH:20])[CH2:15][CH2:16][CH3:17])=[CH:9][CH:8]=1)[CH3:2].[CH3:22][S:23](Cl)(=[O:25])=[O:24]. (2) Given the product [F:2][CH2:3][CH2:4][N:5]1[CH2:6][CH:7]=[C:8]([C:11]2[CH:16]=[CH:15][C:14]([N+:17]([O-:19])=[O:18])=[C:13]([O:20][CH3:21])[CH:12]=2)[CH2:9][CH2:10]1, predict the reactants needed to synthesize it. The reactants are: [Br-].[F:2][CH2:3][CH2:4][N+:5]1[CH:10]=[CH:9][C:8]([C:11]2[CH:16]=[CH:15][C:14]([N+:17]([O-:19])=[O:18])=[C:13]([O:20][CH3:21])[CH:12]=2)=[CH:7][CH:6]=1.[BH4-].[Na+].CCOC(C)=O. (3) Given the product [NH:2]([C:6](=[O:28])[C:7]([NH:9][C:10]1[CH:11]=[CH:12][C:13]([O:16][CH:17]2[CH2:18][CH2:19][CH:20]([C:23]([O:25][CH2:26][CH3:27])=[O:24])[CH2:21][CH2:22]2)=[N:14][CH:15]=1)=[O:8])[NH2:3], predict the reactants needed to synthesize it. The reactants are: O.[NH2:2][NH2:3].CO[C:6](=[O:28])[C:7]([NH:9][C:10]1[CH:11]=[CH:12][C:13]([O:16][CH:17]2[CH2:22][CH2:21][CH:20]([C:23]([O:25][CH2:26][CH3:27])=[O:24])[CH2:19][CH2:18]2)=[N:14][CH:15]=1)=[O:8]. (4) Given the product [C:17]([O:16][C:14]([N:21]1[C:10]([C:7]2[CH:8]=[CH:9][C:4]([N:1]=[N+:2]=[N-:3])=[CH:5][CH:6]=2)=[CH:11][N:23]=[C:22]1[NH2:24])=[O:15])([CH3:20])([CH3:18])[CH3:19], predict the reactants needed to synthesize it. The reactants are: [N:1]([C:4]1[CH:9]=[CH:8][C:7]([C:10](=O)[CH2:11]Br)=[CH:6][CH:5]=1)=[N+:2]=[N-:3].[C:14]([NH:21][C:22]([NH2:24])=[NH:23])([O:16][C:17]([CH3:20])([CH3:19])[CH3:18])=[O:15]. (5) Given the product [ClH:24].[ClH:24].[NH2:1][CH2:2][C:3]1[N:12]=[C:11]([N:13]([C:15]2[CH:20]=[CH:19][C:18]([O:21][CH3:22])=[CH:17][CH:16]=2)[CH3:14])[C:10]2[C:5](=[CH:6][CH:7]=[C:8]([F:23])[CH:9]=2)[N:4]=1, predict the reactants needed to synthesize it. The reactants are: [NH2:1][CH2:2][C:3]1[N:12]=[C:11]([N:13]([C:15]2[CH:20]=[CH:19][C:18]([O:21][CH3:22])=[CH:17][CH:16]=2)[CH3:14])[C:10]2[C:5](=[CH:6][CH:7]=[C:8]([F:23])[CH:9]=2)[N:4]=1.[ClH:24]. (6) Given the product [CH2:2]([O:21][C:8]1[CH:9]=[CH:10][C:11]2[C:12]3[C:17](=[C:16]([F:20])[CH:15]=[CH:14][CH:13]=3)[CH2:18][C:19]=2[C:7]=1[F:6])[CH2:3][CH2:4][CH3:5], predict the reactants needed to synthesize it. The reactants are: Br[CH2:2][CH2:3][CH2:4][CH3:5].[F:6][C:7]1[C:19]2[CH2:18][C:17]3[C:12](=[CH:13][CH:14]=[CH:15][C:16]=3[F:20])[C:11]=2[CH:10]=[CH:9][C:8]=1[OH:21].C(=O)([O-])[O-].[K+].[K+].O. (7) Given the product [CH3:43][C@@H:38]1[N:37]([C:24]2[C:25]3[CH2:31][CH2:30][N:29]([CH2:32][C:33]([F:35])([F:34])[F:36])[CH2:28][C:26]=3[N:27]=[C:22]([C:19]3[CH:20]=[CH:21][C:16]([NH:15][C:13]4[NH:14][C:9](=[O:8])[CH:10]=[CH:11][CH:12]=4)=[CH:17][CH:18]=3)[N:23]=2)[CH2:42][CH2:41][O:40][CH2:39]1, predict the reactants needed to synthesize it. The reactants are: C([O:8][C:9]1[N:14]=[C:13]([NH:15][C:16]2[CH:21]=[CH:20][C:19]([C:22]3[N:23]=[C:24]([N:37]4[CH2:42][CH2:41][O:40][CH2:39][C@@H:38]4[CH3:43])[C:25]4[CH2:31][CH2:30][N:29]([CH2:32][C:33]([F:36])([F:35])[F:34])[CH2:28][C:26]=4[N:27]=3)=[CH:18][CH:17]=2)[CH:12]=[CH:11][CH:10]=1)C1C=CC=CC=1.Cl.C(OC1N=C(NC2C=CC(C3N=C(N4CCOC[C@@H]4C)C4CCNCC=4N=3)=CC=2)C=CC=1)C1C=CC=CC=1.C(N(CC)C(C)C)(C)C.S(OCC(F)(F)F)(C(F)(F)F)(=O)=O. (8) Given the product [CH3:23][C:16]1[CH:21]=[CH:20][C:19]([C:10](=[O:11])[C:9]2[CH:13]=[CH:14][C:6]([F:5])=[CH:7][CH:8]=2)=[C:18]([CH3:22])[CH:17]=1, predict the reactants needed to synthesize it. The reactants are: [Cl-].[Al+3].[Cl-].[Cl-].[F:5][C:6]1[CH:14]=[CH:13][C:9]([C:10](Cl)=[O:11])=[CH:8][CH:7]=1.Cl.[C:16]1([CH3:23])[CH:21]=[CH:20][CH:19]=[C:18]([CH3:22])[CH:17]=1. (9) Given the product [C:5]([O-:18])(=[O:17])[CH2:6][CH2:7][CH2:8][CH2:9][CH2:10][CH2:11][CH2:12][CH2:13][CH2:14][CH2:15][CH3:16].[Ga+3:1].[C:5]([O-:18])(=[O:17])[CH2:6][CH2:7][CH2:8][CH2:9][CH2:10][CH2:11][CH2:12][CH2:13][CH2:14][CH2:15][CH3:16].[C:5]([O-:18])(=[O:17])[CH2:6][CH2:7][CH2:8][CH2:9][CH2:10][CH2:11][CH2:12][CH2:13][CH2:14][CH2:15][CH3:16], predict the reactants needed to synthesize it. The reactants are: [Ga:1](I)(I)I.[C:5]([OH:18])(=[O:17])[CH2:6][CH2:7][CH2:8][CH2:9][CH2:10][CH2:11][CH2:12][CH2:13][CH2:14][CH2:15][CH3:16]. (10) Given the product [CH3:21][C:22]1[CH:27]=[C:26]([CH3:28])[N:25]=[C:24]([N:29]2[CH2:34][CH2:33][N:32]([C:35]3[CH:40]=[CH:39][C:38]([NH:41][C:3](=[O:4])[C:2](=[O:1])[C:6]4[N:14]5[C:9]([CH2:10][CH2:11][CH2:12][CH2:13]5)=[CH:8][C:7]=4[C:15]4[CH:20]=[CH:19][CH:18]=[CH:17][CH:16]=4)=[CH:37][CH:36]=3)[CH2:31][CH2:30]2)[CH:23]=1, predict the reactants needed to synthesize it. The reactants are: [O:1]=[C:2]([C:6]1[N:14]2[C:9]([CH2:10][CH2:11][CH2:12][CH2:13]2)=[CH:8][C:7]=1[C:15]1[CH:20]=[CH:19][CH:18]=[CH:17][CH:16]=1)[C:3](Cl)=[O:4].[CH3:21][C:22]1[CH:27]=[C:26]([CH3:28])[N:25]=[C:24]([N:29]2[CH2:34][CH2:33][N:32]([C:35]3[CH:40]=[CH:39][C:38]([NH2:41])=[CH:37][CH:36]=3)[CH2:31][CH2:30]2)[CH:23]=1.